This data is from Catalyst prediction with 721,799 reactions and 888 catalyst types from USPTO. The task is: Predict which catalyst facilitates the given reaction. Reactant: [K].[CH2:2]([O:4][C:5](=[O:18])/[C:6](/[O-:17])=[CH:7]/[C:8]1[CH:13]=[CH:12][CH:11]=[CH:10][C:9]=1[N+:14]([O-:16])=[O:15])[CH3:3].[K+].[C:20]([O:23][C@@H:24]1[C@@H:30]([O:31][C:32](=[O:34])[CH3:33])[C@@H:29]([O:35][C:36](=[O:38])[CH3:37])[C@@H:28]([CH2:39][O:40][C:41](=[O:43])[CH3:42])[O:27][C@@H:25]1O)(=[O:22])[CH3:21]. Product: [C:36]([O:35][C@H:29]1[C@@H:30]([O:31][C:32](=[O:34])[CH3:33])[C@H:24]([O:23][C:20](=[O:22])[CH3:21])[C@@H:25]([O:17]/[C:6](/[C:5]([O:4][CH2:2][CH3:3])=[O:18])=[CH:7]\[C:8]2[CH:13]=[CH:12][CH:11]=[CH:10][C:9]=2[N+:14]([O-:16])=[O:15])[O:27][C@H:28]1[CH2:39][O:40][C:41](=[O:43])[CH3:42])(=[O:38])[CH3:37]. The catalyst class is: 3.